Dataset: Catalyst prediction with 721,799 reactions and 888 catalyst types from USPTO. Task: Predict which catalyst facilitates the given reaction. (1) Reactant: CC[O:3]C(C)=O.[F:7][C:8]([F:40])([C:29]1([OH:39])[CH2:34][C:33]([CH3:36])([CH3:35])[CH2:32][C:31]([CH3:38])([CH3:37])[CH2:30]1)[C:9]([N:11]1[CH2:15][CH2:14][CH2:13][C@H:12]1[C:16]1[CH:20]=[C:19]([CH2:21][O:22][C:23]2[CH:24]=[N:25][CH:26]=[CH:27][CH:28]=2)[O:18][N:17]=1)=[O:10].[ClH:41]. Product: [OH2:3].[ClH:41].[F:40][C:8]([F:7])([C:29]1([OH:39])[CH2:30][C:31]([CH3:38])([CH3:37])[CH2:32][C:33]([CH3:36])([CH3:35])[CH2:34]1)[C:9]([N:11]1[CH2:15][CH2:14][CH2:13][C@H:12]1[C:16]1[CH:20]=[C:19]([CH2:21][O:22][C:23]2[CH:24]=[N:25][CH:26]=[CH:27][CH:28]=2)[O:18][N:17]=1)=[O:10]. The catalyst class is: 605. (2) The catalyst class is: 11. Product: [CH3:10][O:9][C:7]([C:5]1[S:6][C:2]([C:26]2[CH:27]=[CH:28][C:23]([C:20]([CH2:21][CH3:22])([C:39]3[CH:44]=[CH:43][C:42]([OH:45])=[C:41]([CH3:46])[CH:40]=3)[CH2:18][CH3:19])=[CH:24][C:25]=2[CH3:38])=[C:3]([CH3:11])[CH:4]=1)=[O:8]. Reactant: Br[C:2]1[S:6][C:5]([C:7]([O:9][CH3:10])=[O:8])=[CH:4][C:3]=1[CH3:11].C(=O)([O-])[O-].[Na+].[Na+].[CH2:18]([C:20]([C:39]1[CH:44]=[CH:43][C:42]([OH:45])=[C:41]([CH3:46])[CH:40]=1)([C:23]1[CH:28]=[CH:27][C:26](B2OC(C)(C)C(C)(C)O2)=[C:25]([CH3:38])[CH:24]=1)[CH2:21][CH3:22])[CH3:19].C(OCC)(=O)C. (3) Product: [CH3:20][N:12]([CH2:11][CH2:10][C:9]([NH:8][C:3]1[CH:4]=[N:5][N:6]([CH3:7])[C:2]=1[NH:1][C:22]([C:23]1[CH:28]=[CH:27][CH:26]=[CH:25][CH:24]=1)([C:35]1[CH:36]=[CH:37][CH:38]=[CH:39][CH:40]=1)[C:29]1[CH:30]=[CH:31][CH:32]=[CH:33][CH:34]=1)=[O:21])[C:13](=[O:19])[O:14][C:15]([CH3:16])([CH3:17])[CH3:18]. The catalyst class is: 546. Reactant: [NH2:1][C:2]1[N:6]([CH3:7])[N:5]=[CH:4][C:3]=1[NH:8][C:9](=[O:21])[CH2:10][CH2:11][N:12]([CH3:20])[C:13](=[O:19])[O:14][C:15]([CH3:18])([CH3:17])[CH3:16].[C:22](Cl)([C:35]1[CH:40]=[CH:39][CH:38]=[CH:37][CH:36]=1)([C:29]1[CH:34]=[CH:33][CH:32]=[CH:31][CH:30]=1)[C:23]1[CH:28]=[CH:27][CH:26]=[CH:25][CH:24]=1.C(N(CC)CC)C.C(OCC)(=O)C. (4) Reactant: I[C:2]1[C:10]2[C:5](=[N:6][CH:7]=[N:8][C:9]=2[NH2:11])[N:4]([CH:12]([C:14]2[CH:15]=[C:16]3[N:21]([C:22]=2[C:23]2[CH:28]=[CH:27][CH:26]=[CH:25][N:24]=2)[CH:20]=[CH:19][CH:18]=[CH:17]3)[CH3:13])[N:3]=1.[CH3:29][S:30]([NH:33][C:34]1[CH:35]=[C:36](B(O)O)[CH:37]=[CH:38][CH:39]=1)(=[O:32])=[O:31].CCO.C([O-])([O-])=O.[Na+].[Na+]. Product: [NH2:11][C:9]1[N:8]=[CH:7][N:6]=[C:5]2[N:4]([CH:12]([C:14]3[CH:15]=[C:16]4[N:21]([C:22]=3[C:23]3[CH:28]=[CH:27][CH:26]=[CH:25][N:24]=3)[CH:20]=[CH:19][CH:18]=[CH:17]4)[CH3:13])[N:3]=[C:2]([C:38]3[CH:39]=[C:34]([NH:33][S:30]([CH3:29])(=[O:31])=[O:32])[CH:35]=[CH:36][CH:37]=3)[C:10]=12. The catalyst class is: 104.